This data is from Reaction yield outcomes from USPTO patents with 853,638 reactions. The task is: Predict the reaction yield, written as a fraction of the theoretical maximum amount of product (1.0 means a 100% yield; for example, 0.34 means a 34% yield). (1) The reactants are [CH2:1]([N:8]1[CH2:13][CH2:12][N:11]([C:14]2[CH:19]=[CH:18][CH:17]=[C:16](F)[C:15]=2[C:21](O)=O)[CH2:10][CH2:9]1)[C:2]1[CH:7]=[CH:6][CH:5]=[CH:4][CH:3]=1.[NH2:24][NH2:25]. The catalyst is CS(C)=O.CCOCC. The product is [CH2:1]([N:8]1[CH2:13][CH2:12][N:11]([C:14]2[CH:19]=[CH:18][CH:17]=[C:16]3[C:15]=2[CH:21]=[N:24][NH:25]3)[CH2:10][CH2:9]1)[C:2]1[CH:7]=[CH:6][CH:5]=[CH:4][CH:3]=1. The yield is 0.530. (2) The reactants are C1(S([CH:10]2[CH:15](S(C3C=CC=CC=3)(=O)=O)[CH:14]3[CH2:25][CH2:26][CH:11]2[CH:12]=[CH:13]3)(=O)=O)C=CC=CC=1.[N+:27]([CH2:29][C:30]([O:32][CH2:33][CH3:34])=[O:31])#[C-:28].CC(C)([O-])C.[K+].Cl. The catalyst is O1CCCC1. The product is [CH2:33]([O:32][C:30]([C:29]1[NH:27][CH:28]=[C:15]2[C:10]=1[CH:11]1[CH2:26][CH2:25][CH:14]2[CH:13]=[CH:12]1)=[O:31])[CH3:34]. The yield is 0.800. (3) The catalyst is ClCCl. The reactants are [N:1]([CH2:4][CH2:5][NH:6][C:7](=[O:21])[CH2:8][CH2:9][CH2:10][CH2:11][CH2:12][CH2:13][CH2:14][CH2:15][CH2:16]CCCC)=[N+:2]=[N-:3].C(Cl)(=O)CCCCCCCCC.N(CCN)=[N+]=[N-].C(N(CC)CC)C. The product is [N:1]([CH2:4][CH2:5][NH:6][C:7](=[O:21])[CH2:8][CH2:9][CH2:10][CH2:11][CH2:12][CH2:13][CH2:14][CH2:15][CH3:16])=[N+:2]=[N-:3]. The yield is 0.830. (4) The reactants are [C:1]([O:5][C:6](=[O:15])[CH2:7]/[N:8]=[CH:9]/[CH2:10][C:11]([CH3:14])([CH3:13])[CH3:12])([CH3:4])([CH3:3])[CH3:2].[Cl:16][C:17]1[C:18]([F:34])=[C:19](/[CH:23]=[C:24](/[C:27]2[CH:32]=[CH:31][C:30]([Cl:33])=[CH:29][CH:28]=2)\[C:25]#[N:26])[CH:20]=[CH:21][CH:22]=1.C(N(CC)CC)C. The catalyst is ClCCCl. The product is [C:1]([O:5][C:6]([CH:7]1[CH:23]([C:19]2[CH:20]=[CH:21][CH:22]=[C:17]([Cl:16])[C:18]=2[F:34])[C:24]([C:27]2[CH:28]=[CH:29][C:30]([Cl:33])=[CH:31][CH:32]=2)([C:25]#[N:26])[CH:9]([CH2:10][C:11]([CH3:14])([CH3:13])[CH3:12])[NH:8]1)=[O:15])([CH3:4])([CH3:3])[CH3:2]. The yield is 0.680. (5) The reactants are [OH:1][CH:2]1[CH2:7][CH2:6][N:5]([C:8]([C:10]2[CH:15]=[C:14]([S:16]([CH3:19])(=[O:18])=[O:17])[CH:13]=[CH:12][C:11]=2[O:20][CH:21]([CH3:23])[CH3:22])=[O:9])[CH2:4][CH2:3]1.[F:24][C:25]1[CH:30]=[C:29]([F:31])[CH:28]=[CH:27][C:26]=1O. No catalyst specified. The product is [F:24][C:25]1[CH:30]=[C:29]([F:31])[CH:28]=[CH:27][C:26]=1[O:1][CH:2]1[CH2:3][CH2:4][N:5]([C:8]([C:10]2[CH:15]=[C:14]([S:16]([CH3:19])(=[O:18])=[O:17])[CH:13]=[CH:12][C:11]=2[O:20][CH:21]([CH3:23])[CH3:22])=[O:9])[CH2:6][CH2:7]1. The yield is 0.210. (6) The reactants are [CH3:1][S-:2].[Na+].Cl[C:5]1[C:10]([NH:11][C:12](=[O:23])[CH2:13][N:14]2[CH2:19][CH2:18][N:17]([CH2:20][CH2:21][OH:22])[CH2:16][CH2:15]2)=[C:9](Cl)[CH:8]=[C:7]([CH3:25])[N:6]=1.C1OCCOCCOCCOCCOCCOC1.C(Cl)(Cl)Cl.C[S:49]([CH3:51])=O. The catalyst is O. The product is [OH:22][CH2:21][CH2:20][N:17]1[CH2:18][CH2:19][N:14]([CH2:13][C:12]([NH:11][C:10]2[C:5]([S:49][CH3:51])=[N:6][C:7]([CH3:25])=[CH:8][C:9]=2[S:2][CH3:1])=[O:23])[CH2:15][CH2:16]1. The yield is 0.621.